From a dataset of Full USPTO retrosynthesis dataset with 1.9M reactions from patents (1976-2016). Predict the reactants needed to synthesize the given product. Given the product [CH2:13]([NH:20][C:2]1[CH:7]=[C:6]([CH3:8])[NH:5][C:4](=[O:9])[C:3]=1[N+:10]([O-:12])=[O:11])[C:14]1[CH:19]=[CH:18][CH:17]=[CH:16][CH:15]=1, predict the reactants needed to synthesize it. The reactants are: Cl[C:2]1[CH:7]=[C:6]([CH3:8])[NH:5][C:4](=[O:9])[C:3]=1[N+:10]([O-:12])=[O:11].[CH2:13]([NH2:20])[C:14]1[CH:19]=[CH:18][CH:17]=[CH:16][CH:15]=1.C(N(C(C)C)CC)(C)C.